From a dataset of Retrosynthesis with 50K atom-mapped reactions and 10 reaction types from USPTO. Predict the reactants needed to synthesize the given product. (1) Given the product CCCCCN(CCCCC)C(=O)N1CCN(C(=O)N(c2ccccc2)c2cccc(Cl)c2)[C@H](C(=O)NCCN(CC(N)=O)Cc2ccccc2OC)C1, predict the reactants needed to synthesize it. The reactants are: CCCCCN(CCCCC)C(=O)N1CCN(C(=O)N(c2ccccc2)c2cccc(Cl)c2)[C@H](C(=O)NCCNCC(N)=O)C1.COc1ccccc1CCl. (2) Given the product CC(C)(CCl)COCc1cccc(Oc2ccccc2)n1, predict the reactants needed to synthesize it. The reactants are: CC(C)(CO)CCl.ClCc1cccc(Oc2ccccc2)n1. (3) Given the product CC(C)(C)OC(=O)N1CC(F)CC(CO)C1, predict the reactants needed to synthesize it. The reactants are: COC(=O)C1CC(F)CN(C(=O)OC(C)(C)C)C1. (4) Given the product CCCCc1cc2cc(OC)ccc2c(Oc2ccc(C=O)cc2)c1-c1ccccc1, predict the reactants needed to synthesize it. The reactants are: CCCCc1cc2cc(OC)ccc2c(O)c1-c1ccccc1.O=Cc1ccc(F)cc1. (5) Given the product O=C1CC(CCO)c2ccccc2N1, predict the reactants needed to synthesize it. The reactants are: COC(=O)CC1CC(=O)Nc2ccccc21. (6) Given the product Oc1ccc(Nc2ncc(-c3ccsc3)s2)c(C(F)(F)F)c1, predict the reactants needed to synthesize it. The reactants are: COc1ccc(Nc2ncc(-c3ccsc3)s2)c(C(F)(F)F)c1.